The task is: Predict the product of the given reaction.. This data is from Forward reaction prediction with 1.9M reactions from USPTO patents (1976-2016). (1) Given the reactants [OH:1][C:2]1[CH:10]=[CH:9][C:5]([C:6]([OH:8])=[O:7])=[CH:4][C:3]=1[S:11]([N:14]1[CH2:19][CH2:18][O:17][CH2:16][CH2:15]1)(=[O:13])=[O:12].S(Cl)(Cl)=O.O.[CH3:25]O, predict the reaction product. The product is: [OH:1][C:2]1[CH:10]=[CH:9][C:5]([C:6]([O:8][CH3:25])=[O:7])=[CH:4][C:3]=1[S:11]([N:14]1[CH2:19][CH2:18][O:17][CH2:16][CH2:15]1)(=[O:13])=[O:12]. (2) Given the reactants [C:1]([O:9][CH:10]([C:20]1[CH:25]=[CH:24][N:23]=[CH:22][CH:21]=1)[C:11]([C:13]1[CH:18]=[CH:17][C:16]([F:19])=[CH:15][CH:14]=1)=O)(=O)[C:2]1[CH:7]=[CH:6][CH:5]=[CH:4][CH:3]=1.FC1C=CC(C(C2C=C[N:45]=CC=2)C(C2C=CC=CC=2)=O)=CC=1.BrBr.C([O-])(=O)C1C=CC=CC=1.[Na+].[NH4+].[OH-], predict the reaction product. The product is: [F:19][C:16]1[CH:17]=[CH:18][C:13]([C:11]2[N:45]=[C:1]([C:2]3[CH:7]=[CH:6][CH:5]=[CH:4][CH:3]=3)[O:9][C:10]=2[C:20]2[CH:25]=[CH:24][N:23]=[CH:22][CH:21]=2)=[CH:14][CH:15]=1. (3) Given the reactants [CH3:1][O:2][C:3]([C:5]1[CH:6]=[CH:7][C:8]([C:11]([OH:13])=O)=[N:9][CH:10]=1)=[O:4].S(Cl)([Cl:16])=O, predict the reaction product. The product is: [CH3:1][O:2][C:3](=[O:4])[C:5]1[CH:6]=[CH:7][C:8]([C:11]([Cl:16])=[O:13])=[N:9][CH:10]=1.